Predict the reactants needed to synthesize the given product. From a dataset of Full USPTO retrosynthesis dataset with 1.9M reactions from patents (1976-2016). (1) Given the product [Br:1][C:17]1[N:12]2[CH:13]=[C:14]([CH3:16])[N:15]=[C:10]([Cl:9])[C:11]2=[N:19][CH:18]=1, predict the reactants needed to synthesize it. The reactants are: [Br:1]N1C(=O)CCC1=O.[Cl:9][C:10]1[C:11]2[N:12]([CH:17]=[CH:18][N:19]=2)[CH:13]=[C:14]([CH3:16])[N:15]=1. (2) Given the product [Br:1][C:2]1[C:8]([Br:9])=[C:7]([O:10][CH3:11])[C:6]([Br:12])=[CH:5][C:3]=1[NH2:4], predict the reactants needed to synthesize it. The reactants are: [Br:1][C:2]1[C:8]([Br:9])=[C:7]([O:10][CH3:11])[C:6]([Br:12])=[C:5](Br)[C:3]=1[NH2:4].BrC1C=C(C=C(Br)C=1OC)N.BrBr. (3) The reactants are: ClC(O[CH:5](Cl)[CH3:6])=O.[CH3:8]O.C([N:12]([CH2:15][CH3:16])[CH2:13][CH3:14])C.[C:17](OC([O-])=O)([O:19][C:20]([CH3:23])([CH3:22])[CH3:21])=[O:18]. Given the product [C:20]([O:19][C:17]([N:12]1[CH2:13][CH2:14][C:5](=[CH2:6])[CH2:8][CH:15]1[CH3:16])=[O:18])([CH3:23])([CH3:22])[CH3:21], predict the reactants needed to synthesize it. (4) Given the product [C:1]([O:5][C:6](=[O:44])[NH:7][C@@H:8]1[C:9](=[O:10])[N:11]2[CH2:15][C@H:14]([OH:16])[CH2:13][C@H:12]2[C:17](=[O:34])[NH:18][C@:19]2([C:24](=[O:33])[NH:25][S:26]([C:29]3([CH3:32])[CH2:30][CH2:31]3)(=[O:27])=[O:28])[CH2:21][C@H:20]2[CH:22]=[CH:40][CH2:39][CH2:38][C@@H:37]([CH3:42])[CH2:36][C@H:35]1[CH3:43])([CH3:4])([CH3:3])[CH3:2], predict the reactants needed to synthesize it. The reactants are: [C:1]([O:5][C:6](=[O:44])[NH:7][C@@H:8]([C@H:35]([CH3:43])[CH2:36][CH:37]([CH3:42])[CH2:38][CH2:39][CH:40]=C)[C:9]([N:11]1[CH2:15][C@H:14]([OH:16])[CH2:13][C@H:12]1[C:17](=[O:34])[NH:18][C@:19]1([C:24](=[O:33])[NH:25][S:26]([C:29]2([CH3:32])[CH2:31][CH2:30]2)(=[O:28])=[O:27])[CH2:21][C@H:20]1[CH:22]=C)=[O:10])([CH3:4])([CH3:3])[CH3:2]. (5) Given the product [CH2:29]([O:21][CH:20]([C:22]1[CH:27]=[CH:26][CH:25]=[CH:24][N:23]=1)[CH2:19][C@:13]1([CH3:18])[C:14]([CH3:17])=[CH:15][C:16]2[N:8]([C:5]3[CH:4]=[CH:3][C:2]([F:1])=[CH:7][CH:6]=3)[N:9]=[CH:10][C:11]=2[CH2:12]1)[CH3:30], predict the reactants needed to synthesize it. The reactants are: [F:1][C:2]1[CH:7]=[CH:6][C:5]([N:8]2[C:16]3[CH:15]=[C:14]([CH3:17])[C@:13]([CH2:19][CH:20]([C:22]4[CH:27]=[CH:26][CH:25]=[CH:24][N:23]=4)[OH:21])([CH3:18])[CH2:12][C:11]=3[CH:10]=[N:9]2)=[CH:4][CH:3]=1.I[CH2:29][CH3:30].